This data is from Forward reaction prediction with 1.9M reactions from USPTO patents (1976-2016). The task is: Predict the product of the given reaction. (1) Given the reactants [Br:1][C:2]1[CH:3]=[CH:4][C:5](F)=[N:6][CH:7]=1.[OH:9][C@H:10]1[CH2:14][CH2:13][NH:12][CH2:11]1.CCN(CC)CC, predict the reaction product. The product is: [Br:1][C:2]1[CH:3]=[CH:4][C:5]([N:12]2[CH2:13][CH2:14][C@H:10]([OH:9])[CH2:11]2)=[N:6][CH:7]=1. (2) Given the reactants [CH:1]1([CH2:4][C:5]2([C:17]([O:19]C)=[O:18])[CH2:9][CH2:8][N:7]([C:10]([O:12][C:13]([CH3:16])([CH3:15])[CH3:14])=[O:11])[CH2:6]2)[CH2:3][CH2:2]1.[OH-].[K+], predict the reaction product. The product is: [C:13]([O:12][C:10]([N:7]1[CH2:8][CH2:9][C:5]([CH2:4][CH:1]2[CH2:2][CH2:3]2)([C:17]([OH:19])=[O:18])[CH2:6]1)=[O:11])([CH3:16])([CH3:14])[CH3:15]. (3) Given the reactants [CH:1]1[C:13]2[N:12]([C:14]3[CH:19]=[C:18]([CH2:20]O)[C:17]([O:22][CH2:23][CH:24]([CH2:29][CH3:30])[CH2:25][CH2:26][CH2:27][CH3:28])=[CH:16][C:15]=3CO)[C:11]3[C:6](=[CH:7][CH:8]=[CH:9][CH:10]=3)[C:5]=2[CH:4]=[CH:3][CH:2]=1.O=P(Cl)(Cl)[Cl:35].CN(C=O)C.[CH:43]([Cl:46])(Cl)Cl, predict the reaction product. The product is: [CH:1]1[C:13]2[N:12]([C:14]3[CH:19]=[C:18]([CH2:20][Cl:35])[C:17]([O:22][CH2:23][CH:24]([CH2:29][CH3:30])[CH2:25][CH2:26][CH2:27][CH3:28])=[CH:16][C:15]=3[CH2:43][Cl:46])[C:11]3[C:6](=[CH:7][CH:8]=[CH:9][CH:10]=3)[C:5]=2[CH:4]=[CH:3][CH:2]=1. (4) The product is: [CH3:32][O:31][C:29](=[O:30])[CH2:28][CH2:27][C:24]1[CH:25]=[CH:26][C:21]([O:20][C:17]2[CH:16]=[CH:15][C:14]([CH2:13][CH:9]([NH:8][C:6]([O:5][C:1]([CH3:2])([CH3:3])[CH3:4])=[O:7])[C:10]([N:73]3[CH2:74][CH2:75][N:70]([C:67](=[O:69])[CH3:68])[CH2:71][CH2:72]3)=[O:11])=[CH:19][CH:18]=2)=[CH:22][CH:23]=1. Given the reactants [C:1]([O:5][C:6]([NH:8][CH:9]([CH2:13][C:14]1[CH:19]=[CH:18][C:17]([O:20][C:21]2[CH:26]=[CH:25][C:24]([CH2:27][CH2:28][C:29]([O:31][CH3:32])=[O:30])=[CH:23][CH:22]=2)=[CH:16][CH:15]=1)[C:10](O)=[O:11])=[O:7])([CH3:4])([CH3:3])[CH3:2].C(N(CC)CC)C.CN([P+](ON1N=NC2C=CC=CC1=2)(N(C)C)N(C)C)C.F[P-](F)(F)(F)(F)F.[C:67]([N:70]1[CH2:75][CH2:74][NH:73][CH2:72][CH2:71]1)(=[O:69])[CH3:68], predict the reaction product. (5) Given the reactants [OH-].[Na+].C([O:5][C:6](=[O:41])[CH2:7][C:8]1[CH:9]=[N:10][C:11]([C:14]2[CH:19]=[CH:18][C:17]([C:20]([CH2:38][CH3:39])([C:23]3[CH:28]=[CH:27][C:26](/[CH:29]=[CH:30]/[C:31]([CH2:35][CH3:36])([OH:34])[CH2:32][CH3:33])=[C:25]([CH3:37])[CH:24]=3)[CH2:21][CH3:22])=[CH:16][C:15]=2[CH3:40])=[N:12][CH:13]=1)C, predict the reaction product. The product is: [CH2:21]([C:20]([C:17]1[CH:18]=[CH:19][C:14]([C:11]2[N:10]=[CH:9][C:8]([CH2:7][C:6]([OH:41])=[O:5])=[CH:13][N:12]=2)=[C:15]([CH3:40])[CH:16]=1)([C:23]1[CH:28]=[CH:27][C:26](/[CH:29]=[CH:30]/[C:31]([CH2:32][CH3:33])([OH:34])[CH2:35][CH3:36])=[C:25]([CH3:37])[CH:24]=1)[CH2:38][CH3:39])[CH3:22].